Dataset: Full USPTO retrosynthesis dataset with 1.9M reactions from patents (1976-2016). Task: Predict the reactants needed to synthesize the given product. (1) The reactants are: N[C:2]1[CH:7]=[CH:6][C:5]([C:8]2[C:16]3[C:11](=[N:12][CH:13]=[N:14][C:15]=3[NH2:17])[N:10]([C@H:18]3[CH2:23][CH2:22][C@H:21]([N:24]4[CH2:29][CH2:28][N:27]([CH3:30])[CH2:26][CH2:25]4)[CH2:20][CH2:19]3)[N:9]=2)=[CH:4][C:3]=1[F:31].[CH3:32][O:33][C:34]1[CH:35]=[C:36]([N:40]=[C:41]=[O:42])[CH:37]=[CH:38][CH:39]=1.[N:43]1C=CC=CC=1. Given the product [NH2:17][C:15]1[N:14]=[CH:13][N:12]=[C:11]2[N:10]([C@H:18]3[CH2:23][CH2:22][C@H:21]([N:24]4[CH2:29][CH2:28][N:27]([CH3:30])[CH2:26][CH2:25]4)[CH2:20][CH2:19]3)[N:9]=[C:8]([C:5]3[CH:6]=[CH:7][C:2]([N:40]([C:36]4[CH:37]=[CH:38][CH:39]=[C:34]([O:33][CH3:32])[CH:35]=4)[C:41]([NH2:43])=[O:42])=[C:3]([F:31])[CH:4]=3)[C:16]=12, predict the reactants needed to synthesize it. (2) Given the product [Cl:1][C:2]1[CH:3]=[C:4]([NH:9][C:10](=[O:18])[C:11]2[CH:16]=[CH:15][C:14]([CH3:17])=[C:13]([NH:21][C:35](=[O:36])[CH:34]=[CH:33][C:29]3[CH:28]=[N:27][CH:32]=[CH:31][CH:30]=3)[CH:12]=2)[CH:5]=[CH:6][C:7]=1[F:8], predict the reactants needed to synthesize it. The reactants are: [Cl:1][C:2]1[CH:3]=[C:4]([NH:9][C:10](=[O:18])[C:11]2[CH:16]=[CH:15][C:14]([CH3:17])=[CH:13][CH:12]=2)[CH:5]=[CH:6][C:7]=1[F:8].C([N:21](CC)CC)C.Cl.[N:27]1[CH:32]=[CH:31][CH:30]=[C:29]([CH:33]=[CH:34][C:35](Cl)=[O:36])[CH:28]=1.C(=O)([O-])[O-].[K+].[K+].